From a dataset of Forward reaction prediction with 1.9M reactions from USPTO patents (1976-2016). Predict the product of the given reaction. (1) Given the reactants [N+:1]([C:4]1[CH:9]=[CH:8][C:7]([C:10]2[NH:31][C:13]3[CH:14]=[N:15][C:16]([NH:18][C:19]([C:21]45[CH2:30][CH:25]6[CH2:26][CH:27]([CH2:29][CH:23]([CH2:24]6)[CH2:22]4)[CH2:28]5)=[O:20])=[CH:17][C:12]=3[N:11]=2)=[CH:6][CH:5]=1)([O-])=O, predict the reaction product. The product is: [NH2:1][C:4]1[CH:5]=[CH:6][C:7]([C:10]2[NH:31][C:13]3[CH:14]=[N:15][C:16]([NH:18][C:19]([C:21]45[CH2:22][CH:23]6[CH2:29][CH:27]([CH2:26][CH:25]([CH2:24]6)[CH2:30]4)[CH2:28]5)=[O:20])=[CH:17][C:12]=3[N:11]=2)=[CH:8][CH:9]=1. (2) Given the reactants [Cl:1][C:2]1[CH:7]=[C:6]([Cl:8])[CH:5]=[CH:4][C:3]=1[CH:9](O)[CH3:10].S(Cl)([Cl:14])=O.C(OCC)(=O)C, predict the reaction product. The product is: [Cl:1][C:2]1[CH:7]=[C:6]([Cl:8])[CH:5]=[CH:4][C:3]=1[CH:9]([Cl:14])[CH3:10]. (3) Given the reactants [CH3:1][N:2]1[CH:6]=[C:5]([CH3:7])[C:4]([C:8]([OH:10])=O)=[N:3]1.S(Cl)(Cl)=O.[NH2:15][C:16]1[CH:17]=[C:18]([CH:35]=[CH:36][C:37]=1[F:38])[O:19][C:20]1[CH:21]=[CH:22][C:23]2[N:24]([CH:26]=[C:27]([NH:29][C:30]([CH:32]3[CH2:34][CH2:33]3)=[O:31])[N:28]=2)[N:25]=1.C(=O)([O-])O.[Na+], predict the reaction product. The product is: [CH:32]1([C:30]([NH:29][C:27]2[N:28]=[C:23]3[CH:22]=[CH:21][C:20]([O:19][C:18]4[CH:35]=[CH:36][C:37]([F:38])=[C:16]([NH:15][C:8]([C:4]5[C:5]([CH3:7])=[CH:6][N:2]([CH3:1])[N:3]=5)=[O:10])[CH:17]=4)=[N:25][N:24]3[CH:26]=2)=[O:31])[CH2:33][CH2:34]1. (4) Given the reactants [Cl:1][C:2]1(O)[N:7]=[CH:6][CH:5]=[CH:4][NH:3]1.[CH:9](N=C=NC(C)C)(C)C.[CH:18]([O:21][C:22]([N:24]1[CH2:28][CH2:27][CH:26]([O:29][C@@H:30]([C:32](=[NH:35])[NH:33][OH:34])[CH3:31])[CH2:25]1)=[O:23])([CH3:20])[CH3:19], predict the reaction product. The product is: [CH:18]([O:21][C:22]([N:24]1[CH2:28][CH2:27][CH:26]([O:29][C@@H:30]([C:32]2[N:35]=[C:9]([C:5]3[CH:4]=[N:3][C:2]([Cl:1])=[N:7][CH:6]=3)[O:34][N:33]=2)[CH3:31])[CH2:25]1)=[O:23])([CH3:19])[CH3:20]. (5) Given the reactants [CH2:1]([N:8]1[C@@H:13]2[C@H:14]([C:16]([O:18][C:19]([CH3:22])([CH3:21])[CH3:20])=[O:17])[CH2:15][C@@:9]1([C:25]1[CH:30]=[CH:29][CH:28]=[CH:27][CH:26]=1)[C:10](=O)[C@@H:11]([F:23])[CH2:12]2)[C:2]1[CH:7]=[CH:6][CH:5]=[CH:4][CH:3]=1.[CH2:31]([NH2:38])[C:32]1[CH:37]=[CH:36][CH:35]=[CH:34][CH:33]=1.[BH4-].[Na+].[OH-].[Na+], predict the reaction product. The product is: [CH2:31]([NH:38][C@H:10]1[C@@H:11]([F:23])[CH2:12][C@@H:13]2[N:8]([CH2:1][C:2]3[CH:3]=[CH:4][CH:5]=[CH:6][CH:7]=3)[C@@:9]1([C:25]1[CH:30]=[CH:29][CH:28]=[CH:27][CH:26]=1)[CH2:15][C@H:14]2[C:16]([O:18][C:19]([CH3:20])([CH3:21])[CH3:22])=[O:17])[C:32]1[CH:37]=[CH:36][CH:35]=[CH:34][CH:33]=1. (6) The product is: [CH3:43][N:32]([CH:33]1[CH2:34][C:35]([CH3:42])([CH3:41])[NH:36][C:37]([CH3:40])([CH3:39])[CH2:38]1)[C:29]1[N:30]=[N:31][C:26]([C:10]2[C:9]([OH:8])=[CH:18][C:17]3[C:12]([CH:11]=2)=[CH:13][CH:14]=[C:15]([CH2:19][N:20]2[CH2:21][CH2:22][CH2:23][CH2:24][CH2:25]2)[CH:16]=3)=[CH:27][CH:28]=1. Given the reactants C([O:8][C:9]1[C:10]([C:26]2[N:31]=[N:30][C:29]([N:32]([CH3:43])[CH:33]3[CH2:38][C:37]([CH3:40])([CH3:39])[NH:36][C:35]([CH3:42])([CH3:41])[CH2:34]3)=[CH:28][CH:27]=2)=[CH:11][C:12]2[C:17]([CH:18]=1)=[CH:16][C:15]([CH2:19][N:20]1[CH2:25][CH2:24][CH2:23][CH2:22][CH2:21]1)=[CH:14][CH:13]=2)C1C=CC=CC=1, predict the reaction product. (7) Given the reactants [NH:1]1[CH:5]=[C:4]([C:6]([NH:8][C:9]2[CH:14]=[CH:13][C:12]([C@@H:15]3[O:20][CH2:19][CH2:18][N:17]([C:21]([O:23][C:24]([CH3:27])([CH3:26])[CH3:25])=[O:22])[CH2:16]3)=[CH:11][CH:10]=2)=[O:7])[CH:3]=[N:2]1.Br[C:29]1[CH:34]=[C:33]([C:35]([F:38])([F:37])[F:36])[CH:32]=[CH:31][N:30]=1.C(=O)([O-])[O-].[K+].[K+].O, predict the reaction product. The product is: [F:36][C:35]([F:38])([F:37])[C:33]1[CH:32]=[CH:31][N:30]=[C:29]([N:1]2[CH:5]=[C:4]([C:6]([NH:8][C:9]3[CH:14]=[CH:13][C:12]([C@@H:15]4[O:20][CH2:19][CH2:18][N:17]([C:21]([O:23][C:24]([CH3:27])([CH3:26])[CH3:25])=[O:22])[CH2:16]4)=[CH:11][CH:10]=3)=[O:7])[CH:3]=[N:2]2)[CH:34]=1. (8) Given the reactants C1(C)C=CC(S(N[C@@H](C2C=CC=CC=2)[C@H](C2C=CC=CC=2)N)(=O)=O)=CC=1.[C:27]([C@H:30]1[CH2:34][N:33]([C@H:35]([C:37]2[CH:42]=[CH:41][C:40]([O:43][CH3:44])=[CH:39][CH:38]=2)[CH3:36])[C:32](=[O:45])[CH2:31]1)(=[O:29])[CH3:28].C([O-])=O.[Na+], predict the reaction product. The product is: [OH:29][C@@H:27]([C@H:30]1[CH2:34][N:33]([C@H:35]([C:37]2[CH:38]=[CH:39][C:40]([O:43][CH3:44])=[CH:41][CH:42]=2)[CH3:36])[C:32](=[O:45])[CH2:31]1)[CH3:28]. (9) Given the reactants [Cl:1][C:2]1[C:7]([CH2:8]O)=[CH:6][CH:5]=[CH:4][N:3]=1.P(Br)(Br)[Br:11], predict the reaction product. The product is: [Br:11][CH2:8][C:7]1[C:2]([Cl:1])=[N:3][CH:4]=[CH:5][CH:6]=1. (10) Given the reactants [Cl:1][C:2]1[C:3]([NH:21][C:22]2[C:31]([F:32])=[CH:30][CH:29]=[CH:28][C:23]=2[C:24]([NH:26][CH3:27])=[O:25])=[N:4][C:5]([NH:8][C:9]2[CH:10]=[CH:11][C:12]3[CH2:18][NH:17][CH2:16][C:15](=[O:19])[NH:14][C:13]=3[CH:20]=2)=[N:6][CH:7]=1.N1C=CC=CC=1.[CH3:39][S:40](O[S:40]([CH3:39])(=[O:42])=[O:41])(=[O:42])=[O:41], predict the reaction product. The product is: [Cl:1][C:2]1[C:3]([NH:21][C:22]2[C:31]([F:32])=[CH:30][CH:29]=[CH:28][C:23]=2[C:24]([NH:26][CH3:27])=[O:25])=[N:4][C:5]([NH:8][C:9]2[CH:10]=[CH:11][C:12]3[CH2:18][N:17]([S:40]([CH3:39])(=[O:42])=[O:41])[CH2:16][C:15](=[O:19])[NH:14][C:13]=3[CH:20]=2)=[N:6][CH:7]=1.